Dataset: Reaction yield outcomes from USPTO patents with 853,638 reactions. Task: Predict the reaction yield, written as a fraction of the theoretical maximum amount of product (1.0 means a 100% yield; for example, 0.34 means a 34% yield). (1) The reactants are [NH2:1][C:2]1[N:10]=[CH:9][N:8]=[C:7]2[C:3]=1[N:4]=[CH:5][N:6]2[C@H:11]1[C@@H:15]2[O:16]C(C)(C)[O:18][C@@H:14]2[C@@H:13]([CH2:21][N:22]([CH3:41])[CH:23]2[CH2:26][CH:25]([NH:27][C:28]([NH:30][C:31]3[CH:36]=[CH:35][C:34]([C:37]([CH3:40])([CH3:39])[CH3:38])=[CH:33][CH:32]=3)=[O:29])[CH2:24]2)[O:12]1. The catalyst is C(O)(C(F)(F)F)=O.O. The product is [NH2:1][C:2]1[N:10]=[CH:9][N:8]=[C:7]2[C:3]=1[N:4]=[CH:5][N:6]2[C@@H:11]1[O:12][C@H:13]([CH2:21][N:22]([CH3:41])[CH:23]2[CH2:26][CH:25]([NH:27][C:28]([NH:30][C:31]3[CH:36]=[CH:35][C:34]([C:37]([CH3:38])([CH3:39])[CH3:40])=[CH:33][CH:32]=3)=[O:29])[CH2:24]2)[C@@H:14]([OH:18])[C@H:15]1[OH:16]. The yield is 0.650. (2) The reactants are [CH3:1][O:2][CH:3]([C:7]1[CH:12]=[CH:11][C:10]([Cl:13])=[CH:9][CH:8]=1)[CH2:4][CH2:5]Cl.[CH3:14][CH:15]([CH3:31])[C:16]([NH:18][C:19]1[CH:24]=[CH:23][CH:22]=[C:21]([CH:25]2[CH2:30][CH2:29][NH:28][CH2:27][CH2:26]2)[CH:20]=1)=[O:17].C(N(C(C)C)CC)(C)C. The catalyst is [I-].C([N+](CCCC)(CCCC)CCCC)CCC.O1CCOCC1. The product is [Cl:13][C:10]1[CH:11]=[CH:12][C:7]([CH:3]([O:2][CH3:1])[CH2:4][CH2:5][N:28]2[CH2:29][CH2:30][CH:25]([C:21]3[CH:20]=[C:19]([NH:18][C:16](=[O:17])[CH:15]([CH3:14])[CH3:31])[CH:24]=[CH:23][CH:22]=3)[CH2:26][CH2:27]2)=[CH:8][CH:9]=1. The yield is 0.738. (3) The reactants are [F:1][C:2]1[CH:28]=[C:27]([F:29])[CH:26]=[CH:25][C:3]=1[C:4]([NH:6][C:7]1[CH:12]=[C:11]([O:13][CH2:14][CH2:15][O:16][CH3:17])[CH:10]=[CH:9][C:8]=1/[CH:18]=[CH:19]/[C:20]([O:22]CC)=[O:21])=[O:5].[OH-].[Na+]. The catalyst is O1CCCC1.C(O)C. The product is [F:1][C:2]1[CH:28]=[C:27]([F:29])[CH:26]=[CH:25][C:3]=1[C:4]([NH:6][C:7]1[CH:12]=[C:11]([O:13][CH2:14][CH2:15][O:16][CH3:17])[CH:10]=[CH:9][C:8]=1/[CH:18]=[CH:19]/[C:20]([OH:22])=[O:21])=[O:5]. The yield is 0.860. (4) The reactants are Br[C:2]1[N:7]=[C:6]([C:8]([O:10][CH3:11])=[O:9])[CH:5]=[CH:4][C:3]=1[F:12].[F:13][C:14]1[CH:15]=[C:16]([C:30]2([OH:34])[CH2:33][CH2:32][CH2:31]2)[CH:17]=[C:18]([F:29])[C:19]=1B1OC(C)(C)C(C)(C)O1. No catalyst specified. The product is [F:13][C:14]1[CH:15]=[C:16]([C:30]2([OH:34])[CH2:31][CH2:32][CH2:33]2)[CH:17]=[C:18]([F:29])[C:19]=1[C:2]1[N:7]=[C:6]([C:8]([O:10][CH3:11])=[O:9])[CH:5]=[CH:4][C:3]=1[F:12]. The yield is 0.710. (5) The reactants are [NH2:1][CH:2]([CH2:8][CH2:9][CH2:10][CH2:11][B:12]1[O:16][C:15]([CH3:18])([CH3:17])[C:14]([CH3:20])([CH3:19])[O:13]1)[C:3]([O:5][CH2:6][CH3:7])=[O:4].[Cl:21][C:22]1[CH:29]=[CH:28][C:25]([CH:26]=O)=[CH:24][CH:23]=1.C(O[BH-](OC(=O)C)OC(=O)C)(=O)C.[Na+]. The catalyst is ClCCCl.C(OCC)(=O)C. The product is [Cl:21][C:22]1[CH:29]=[CH:28][C:25]([CH2:26][NH:1][CH:2]([CH2:8][CH2:9][CH2:10][CH2:11][B:12]2[O:16][C:15]([CH3:18])([CH3:17])[C:14]([CH3:19])([CH3:20])[O:13]2)[C:3]([O:5][CH2:6][CH3:7])=[O:4])=[CH:24][CH:23]=1. The yield is 0.340. (6) The reactants are C([Li])CCC.[F:6][C:7]([F:19])([F:18])[C:8]([C:14]([F:17])([F:16])[F:15])([OH:13])[CH2:9][CH2:10][CH2:11][OH:12].[C:20](Cl)(=[O:24])[C:21]([CH3:23])=[CH2:22]. The catalyst is C1COCC1.C(OCC)C. The product is [C:20]([O:12][CH2:11][CH2:10][CH2:9][C:8]([C:14]([F:15])([F:16])[F:17])([OH:13])[C:7]([F:18])([F:19])[F:6])(=[O:24])[C:21]([CH3:23])=[CH2:22]. The yield is 0.790. (7) The reactants are Cl[C:2]1[CH:7]=[C:6]([C:8]2[CH2:13][CH2:12][CH2:11][CH2:10][CH:9]=2)[N:5]=[C:4]2[CH2:14][CH2:15][CH2:16][C:3]=12.[NH2:17][C:18]1[CH:23]=[CH:22][C:21]([CH2:24][C:25]([O:27][CH2:28][CH3:29])=[O:26])=[CH:20][CH:19]=1. No catalyst specified. The product is [C:8]1([C:6]2[N:5]=[C:4]3[CH2:14][CH2:15][CH2:16][C:3]3=[C:2]([NH:17][C:18]3[CH:19]=[CH:20][C:21]([CH2:24][C:25]([O:27][CH2:28][CH3:29])=[O:26])=[CH:22][CH:23]=3)[CH:7]=2)[CH2:13][CH2:12][CH2:11][CH2:10][CH:9]=1. The yield is 0.310. (8) The reactants are [CH3:1][CH:2]([CH3:46])[C@H:3]([NH:41][C:42](=[O:45])[O:43][CH3:44])[C:4](=[O:40])[N:5]1[C@H:10]([C:11]2[NH:12][C:13]([C:16]3[CH:29]=[CH:28][C:27]4[C:26]5[C:21](=[CH:22][C:23](B6OC(C)(C)C(C)(C)O6)=[CH:24][CH:25]=5)[CH2:20][CH2:19][C:18]=4[CH:17]=3)=[CH:14][N:15]=2)[C@@H:9]2[CH2:39][C@H:6]1[CH2:7][CH2:8]2.Br[C:48]1[N:49]=[C:50]([C@@H:53]2[CH2:57][CH2:56][CH2:55][N:54]2[C:58]([O:60][C:61]([CH3:64])([CH3:63])[CH3:62])=[O:59])[NH:51][CH:52]=1.C(=O)([O-])[O-].[K+].[K+]. The catalyst is COCCOC.CN(C)C=O.[Pd].C1(P(C2C=CC=CC=2)C2C=CC=CC=2)C=CC=CC=1.C1(P(C2C=CC=CC=2)C2C=CC=CC=2)C=CC=CC=1.C1(P(C2C=CC=CC=2)C2C=CC=CC=2)C=CC=CC=1.C1(P(C2C=CC=CC=2)C2C=CC=CC=2)C=CC=CC=1.C1C=CC(P(C2C=CC=CC=2)[C-]2C=CC=C2)=CC=1.C1C=CC(P(C2C=CC=CC=2)[C-]2C=CC=C2)=CC=1.Cl[Pd]Cl.[Fe+2]. The product is [CH3:44][O:43][C:42]([NH:41][C@@H:3]([CH:2]([CH3:46])[CH3:1])[C:4]([N:5]1[C@H:10]([C:11]2[NH:12][C:13]([C:16]3[CH:17]=[C:18]4[C:27]([C:26]5[CH:25]=[CH:24][C:23]([C:48]6[NH:49][C:50]([CH:53]7[CH2:57][CH2:56][CH2:55][N:54]7[C:58]([O:60][C:61]([CH3:64])([CH3:63])[CH3:62])=[O:59])=[N:51][CH:52]=6)=[CH:22][C:21]=5[CH2:20][CH2:19]4)=[CH:28][CH:29]=3)=[CH:14][N:15]=2)[C@@H:9]2[CH2:39][C@H:6]1[CH2:7][CH2:8]2)=[O:40])=[O:45]. The yield is 0.560. (9) The reactants are [C:1]([O:10][CH3:11])(=[O:9])[C:2]1[C:3](=[CH:5][CH:6]=[CH:7][CH:8]=1)[OH:4].[F:12][C:13]1[CH:14]=[C:15]([CH:18]=[CH:19][CH:20]=1)[CH2:16]Br.C(=O)([O-])[O-].[K+].[K+].C(OCC)(=O)C. The catalyst is CN(C)C=O. The product is [F:12][C:13]1[CH:14]=[C:15]([CH:18]=[CH:19][CH:20]=1)[CH2:16][O:4][C:3]1[CH:5]=[CH:6][CH:7]=[CH:8][C:2]=1[C:1]([O:10][CH3:11])=[O:9]. The yield is 0.770. (10) The reactants are CN(C)CCN.Cl.[Cl:8][C:9]1[CH:14]=[CH:13][C:12]([O:15][NH2:16])=[CH:11][CH:10]=1.C(O)(=O)C.[C:21]([C:29]1[CH:34]=[C:33]([Cl:35])[CH:32]=[CH:31][C:30]=1[NH:36][S:37]([C:40]([F:43])([F:42])[F:41])(=[O:39])=[O:38])(=O)[C:22]1[CH:27]=[CH:26][CH:25]=[CH:24][CH:23]=1. The catalyst is CCO. The product is [Cl:35][C:33]1[CH:32]=[CH:31][C:30]([NH:36][S:37]([C:40]([F:43])([F:41])[F:42])(=[O:39])=[O:38])=[C:29]([C:21](=[N:16][O:15][C:12]2[CH:13]=[CH:14][C:9]([Cl:8])=[CH:10][CH:11]=2)[C:22]2[CH:23]=[CH:24][CH:25]=[CH:26][CH:27]=2)[CH:34]=1. The yield is 0.610.